Dataset: Full USPTO retrosynthesis dataset with 1.9M reactions from patents (1976-2016). Task: Predict the reactants needed to synthesize the given product. (1) Given the product [Cl:46][C:45]1[N:31]2[CH:32]=[C:33]([C:40]3[CH:44]=[CH:43][O:42][CH:41]=3)[CH:34]=[C:35]([C:36]([F:38])([F:39])[F:37])[C:30]2=[N:29][C:28]=1[C:26]([N:23]1[CH2:22][CH:21]=[C:20]([C:17]2[CH2:16][NH:15][CH2:19][CH:18]=2)[CH2:25][CH2:24]1)=[O:27], predict the reactants needed to synthesize it. The reactants are: Cl.O1CCOCC1.C(OC([N:15]1[CH2:19][CH:18]=[C:17]([C:20]2[CH2:21][CH2:22][N:23]([C:26]([C:28]3[N:29]=[C:30]4[C:35]([C:36]([F:39])([F:38])[F:37])=[CH:34][C:33]([C:40]5[CH:44]=[CH:43][O:42][CH:41]=5)=[CH:32][N:31]4[C:45]=3[Cl:46])=[O:27])[CH2:24][CH:25]=2)[CH2:16]1)=O)(C)(C)C. (2) Given the product [C:3]([N:7]1[C:8]2[CH:9]=[C:10]([Cl:26])[N:11]=[CH:12][C:13]=2[CH2:14][N:15]([C:16]2[CH:21]=[CH:20][C:19]([F:22])=[C:18]([N+:23]([O-:25])=[O:24])[CH:17]=2)[C:28]1=[O:30])([CH3:6])([CH3:4])[CH3:5], predict the reactants needed to synthesize it. The reactants are: [H-].[Na+].[C:3]([NH:7][C:8]1[C:13]([CH2:14][NH:15][C:16]2[CH:21]=[CH:20][C:19]([F:22])=[C:18]([N+:23]([O-:25])=[O:24])[CH:17]=2)=[CH:12][N:11]=[C:10]([Cl:26])[CH:9]=1)([CH3:6])([CH3:5])[CH3:4].Cl[C:28](Cl)([O:30]C(=O)OC(Cl)(Cl)Cl)Cl. (3) Given the product [CH3:1][O:2][C:3](=[O:4])[C:5]1[CH:10]=[CH:9][C:8]([CH2:17][CH2:16][CH:15]([NH:33][C@@H:31]([C:21]2[C:30]3[C:25](=[CH:26][CH:27]=[CH:28][CH:29]=3)[CH:24]=[CH:23][CH:22]=2)[CH3:32])[CH3:14])=[CH:7][CH:6]=1, predict the reactants needed to synthesize it. The reactants are: [CH3:1][O:2][C:3]([C:5]1[CH:10]=[CH:9][C:8](B(O)O)=[CH:7][CH:6]=1)=[O:4].[CH3:14][C:15](=O)[CH:16]=[CH2:17].[Li+].[OH-].[C:21]1([C@H:31]([NH2:33])[CH3:32])[C:30]2[C:25](=[CH:26][CH:27]=[CH:28][CH:29]=2)[CH:24]=[CH:23][CH:22]=1.[BH-](OC(C)=O)(OC(C)=O)OC(C)=O.[Na+].C(O)(=O)C. (4) Given the product [CH3:27][C:28]1[N:29]=[C:30]([CH3:43])[C:31]2[N:32]([CH:34]=[C:35]([C:37]3[C:38](=[O:39])[O:40][C:41]4[C:21]([CH:22]=3)=[CH:20][CH:19]=[C:18]([C:2]3([F:1])[CH2:7][CH2:6][N:5]([C:8]([O:10][CH2:11][C:12]5[CH:13]=[CH:14][CH:15]=[CH:16][CH:17]=5)=[O:9])[CH2:4][CH2:3]3)[CH:42]=4)[N:36]=2)[CH:33]=1, predict the reactants needed to synthesize it. The reactants are: [F:1][C:2]1([C:18]2C=[CH:22][C:21](C=O)=[C:20](O)[CH:19]=2)[CH2:7][CH2:6][N:5]([C:8]([O:10][CH2:11][C:12]2[CH:17]=[CH:16][CH:15]=[CH:14][CH:13]=2)=[O:9])[CH2:4][CH2:3]1.[CH3:27][C:28]1[N:29]=[C:30]([CH3:43])[C:31]2[N:32]([CH:34]=[C:35]([CH2:37][C:38]([O:40][CH2:41][CH3:42])=[O:39])[N:36]=2)[CH:33]=1.C(O)(=O)C. (5) Given the product [N:11]1([C:2]2[S:3][C:4]3[CH:10]=[CH:9][CH:8]=[CH:7][C:5]=3[N:6]=2)[CH2:16][CH2:15][NH:14][CH2:13][CH2:12]1, predict the reactants needed to synthesize it. The reactants are: Cl[C:2]1[S:3][C:4]2[CH:10]=[CH:9][CH:8]=[CH:7][C:5]=2[N:6]=1.[NH:11]1[CH2:16][CH2:15][NH:14][CH2:13][CH2:12]1.C(N(CC)CC)C. (6) Given the product [CH3:32][C:33]1[C:2]2[C:3](=[CH:8][CH:9]=[C:10]([C:12]3[N:17]=[C:16]4[N:18]([CH2:21][C:22]5[CH:23]=[C:24]6[C:29](=[CH:30][CH:31]=5)[N:28]=[CH:27][CH:26]=[CH:25]6)[N:19]=[N:20][C:15]4=[CH:14][CH:13]=3)[CH:11]=2)[NH:35][N:34]=1, predict the reactants needed to synthesize it. The reactants are: F[C:2]1[CH:11]=[C:10]([C:12]2[N:17]=[C:16]3[N:18]([CH2:21][C:22]4[CH:23]=[C:24]5[C:29](=[CH:30][CH:31]=4)[N:28]=[CH:27][CH:26]=[CH:25]5)[N:19]=[N:20][C:15]3=[CH:14][CH:13]=2)[CH:9]=[CH:8][C:3]=1C(NC)=O.[CH3:32][C:33]1(C)C2C(=CC(B3OC(C)(C)C(C)(C)O3)=CC=2)[N:35](C(OC(C)(C)C)=O)[NH:34]1.C(=O)([O-])[O-].[K+].[K+].O1CCOCC1. (7) Given the product [CH:1]1([C:6]2([CH2:14][CH2:15][C:16]3[CH:21]=[CH:20][C:19]([C:22]([CH2:27][CH3:28])([CH2:25][CH3:26])[C:23]#[N:24])=[C:18]([F:29])[CH:17]=3)[CH2:11][C:10](=[O:12])[CH:9]([CH2:41][C:39]3[N:40]=[C:33]4[N:32]=[C:31]([CH3:30])[CH:36]=[C:35]([CH3:37])[N:34]4[N:38]=3)[C:8](=[O:13])[O:7]2)[CH2:5][CH2:4][CH2:3][CH2:2]1, predict the reactants needed to synthesize it. The reactants are: [CH:1]1([C:6]2([CH2:14][CH2:15][C:16]3[CH:21]=[CH:20][C:19]([C:22]([CH2:27][CH3:28])([CH2:25][CH3:26])[C:23]#[N:24])=[C:18]([F:29])[CH:17]=3)[CH2:11][C:10](=[O:12])[CH2:9][C:8](=[O:13])[O:7]2)[CH2:5][CH2:4][CH2:3][CH2:2]1.[CH3:30][C:31]1[CH:36]=[C:35]([CH3:37])[N:34]2[N:38]=[C:39]([CH:41]=O)[N:40]=[C:33]2[N:32]=1. (8) Given the product [N:20]1([CH2:19][CH2:18][O:17][C:12]2[CH:13]=[CH:14][CH:15]=[CH:16][C:11]=2[CH2:10][C:9]([OH:26])=[O:8])[CH2:25][CH2:24][O:23][CH2:22][CH2:21]1, predict the reactants needed to synthesize it. The reactants are: C([O:8][C:9](=[O:26])[CH2:10][C:11]1[CH:16]=[CH:15][CH:14]=[CH:13][C:12]=1[O:17][CH2:18][CH2:19][N:20]1[CH2:25][CH2:24][O:23][CH2:22][CH2:21]1)C1C=CC=CC=1.[H][H]. (9) Given the product [C:1]([C:5]1[CH:24]=[CH:23][C:8]([CH2:9][N:10]([CH2:11][CH2:12][C:13]2[CH:18]=[CH:17][CH:16]=[C:15]([C:19]([F:22])([F:20])[F:21])[CH:14]=2)[C:35]([C:33]2[CH:34]=[C:26]([Cl:25])[CH:27]=[C:28]3[C:32]=2[NH:31][CH:30]=[CH:29]3)=[O:36])=[CH:7][CH:6]=1)([CH3:4])([CH3:2])[CH3:3], predict the reactants needed to synthesize it. The reactants are: [C:1]([C:5]1[CH:24]=[CH:23][C:8]([CH2:9][NH:10][CH2:11][CH2:12][C:13]2[CH:18]=[CH:17][CH:16]=[C:15]([C:19]([F:22])([F:21])[F:20])[CH:14]=2)=[CH:7][CH:6]=1)([CH3:4])([CH3:3])[CH3:2].[Cl:25][C:26]1[CH:27]=[C:28]2[C:32](=[C:33]([C:35](O)=[O:36])[CH:34]=1)[NH:31][CH:30]=[CH:29]2.CCN=C=NCCCN(C)C.Cl. (10) Given the product [CH3:28][C:27]([CH3:30])([CH3:29])[CH2:26][CH2:25][O:24][C:21]1[CH:22]=[CH:23][C:18]([C:15]2[CH:16]=[CH:17][C:12]([OH:11])=[CH:13][CH:14]=2)=[CH:19][C:20]=1[N+:31]([O-:33])=[O:32], predict the reactants needed to synthesize it. The reactants are: CO.C([O:11][C:12]1[CH:17]=[CH:16][C:15]([C:18]2[CH:23]=[CH:22][C:21]([O:24][CH2:25][CH2:26][C:27]([CH3:30])([CH3:29])[CH3:28])=[C:20]([N+:31]([O-:33])=[O:32])[CH:19]=2)=[CH:14][CH:13]=1)(=O)C1C=CC=CC=1.[OH-].[Li+].Cl.